This data is from Experimentally validated miRNA-target interactions with 360,000+ pairs, plus equal number of negative samples. The task is: Binary Classification. Given a miRNA mature sequence and a target amino acid sequence, predict their likelihood of interaction. (1) The miRNA is hsa-miR-2681-3p with sequence UAUCAUGGAGUUGGUAAAGCAC. The protein sequence of the target gene is MSAPPPLQIREANAHLAAVHRRAAELERRLLAAERTIGAQAERLACHDQHLRAALDELGRAKDREISALQEQLLSSEATVRSLQAAVDQRDQMIQQLQPRADLLQDITRHRPPLAALLATLEEAEELGPLPASHSHRAQLLPDGPGPPLGNNMGKEEGQDDQDDQQPAVFGTTV. Result: 0 (no interaction). (2) The miRNA is hsa-miR-181a-5p with sequence AACAUUCAACGCUGUCGGUGAGU. The protein sequence of the target gene is MATPDQKSPNVLLQNLCCRILGRSEADVAQQFQYAVRVIGSNFAPTVERDEFLVAEKIKKELIRQRREADAALFSELHRKLHSQGVLKNKWSILYLLLSLSEDPRRQPSKVSSYATLFAQALPRDAHSTPYYYARPQTLPLSYQDRSAQSAQSSGSVGSSGISSIGLCALSGPAPAPQSLLPGQSNQAPGVGDCLRQQLGSRLAWTLTANQPSSQATTSKGVPSAVSRNMTRSRREGDTGGTMEITEAALVRDILYVFQGIDGKNIKMNNTENCYKVEGKANLSRSLRDTAVRLSELGWL.... Result: 0 (no interaction).